Dataset: Forward reaction prediction with 1.9M reactions from USPTO patents (1976-2016). Task: Predict the product of the given reaction. (1) Given the reactants [H][H].[F:3][C:4]([F:31])([F:30])[O:5][C:6]1[CH:29]=[CH:28][C:9]2[NH:10][C:11]([C:13]3[C:25]4[C:24]5[C:19](=[CH:20][CH:21]=[CH:22][CH:23]=5)[C:18](=[N:26]O)[C:17]=4[CH:16]=[CH:15][CH:14]=3)=[N:12][C:8]=2[CH:7]=1, predict the reaction product. The product is: [F:31][C:4]([F:3])([F:30])[O:5][C:6]1[CH:29]=[CH:28][C:9]2[NH:10][C:11]([C:13]3[C:25]4[C:24]5[C:19](=[CH:20][CH:21]=[CH:22][CH:23]=5)[CH:18]([NH2:26])[C:17]=4[CH:16]=[CH:15][CH:14]=3)=[N:12][C:8]=2[CH:7]=1. (2) Given the reactants [CH2:1]([N:8]1[CH2:12][CH2:11][CH:10]([CH2:13][C:14]#[N:15])[CH2:9]1)[C:2]1[CH:7]=[CH:6][CH:5]=[CH:4][CH:3]=1.[H-].[Al+3].[Li+].[H-].[H-].[H-].O.[OH-].[Na+], predict the reaction product. The product is: [CH2:1]([N:8]1[CH2:12][CH2:11][CH:10]([CH2:13][CH2:14][NH2:15])[CH2:9]1)[C:2]1[CH:7]=[CH:6][CH:5]=[CH:4][CH:3]=1.